This data is from Catalyst prediction with 721,799 reactions and 888 catalyst types from USPTO. The task is: Predict which catalyst facilitates the given reaction. Reactant: [OH:1][CH2:2][CH2:3][CH2:4][C@@H:5]1[N:10]([S:11]([C:14]2[CH:19]=[CH:18][CH:17]=[CH:16][CH:15]=2)(=[O:13])=[O:12])[CH2:9][CH2:8][N:7]([C:20]([O:22][CH2:23][C:24]2[CH:29]=[CH:28][CH:27]=[CH:26][CH:25]=2)=[O:21])[CH2:6]1.CC(OI1(OC(C)=O)(OC(C)=O)OC(=O)C2C=CC=CC1=2)=O. Product: [O:1]=[CH:2][CH2:3][CH2:4][C@@H:5]1[N:10]([S:11]([C:14]2[CH:19]=[CH:18][CH:17]=[CH:16][CH:15]=2)(=[O:13])=[O:12])[CH2:9][CH2:8][N:7]([C:20]([O:22][CH2:23][C:24]2[CH:29]=[CH:28][CH:27]=[CH:26][CH:25]=2)=[O:21])[CH2:6]1. The catalyst class is: 91.